Dataset: Reaction yield outcomes from USPTO patents with 853,638 reactions. Task: Predict the reaction yield, written as a fraction of the theoretical maximum amount of product (1.0 means a 100% yield; for example, 0.34 means a 34% yield). (1) The reactants are Br[C:2]1[N:6]([CH2:7][C:8]([F:11])([F:10])[F:9])[N:5]=[CH:4][C:3]=1[N+:12]([O-])=O.[NH:15]1[CH2:21][CH2:20][CH2:19][C@@H:18]([NH:22][C:23](=[O:28])[C:24]([F:27])([F:26])[F:25])[CH2:17][CH2:16]1. No catalyst specified. The product is [NH2:12][C:3]1[CH:4]=[N:5][N:6]([CH2:7][C:8]([F:11])([F:10])[F:9])[C:2]=1[N:15]1[CH2:21][CH2:20][CH2:19][C@@H:18]([NH:22][C:23](=[O:28])[C:24]([F:26])([F:25])[F:27])[CH2:17][CH2:16]1. The yield is 0.530. (2) The reactants are Cl.C(N=C=NCCCN(C)C)C.[CH:13]([C:15]1[NH:19][C:18]([CH3:20])=[C:17]([C:21]([OH:23])=O)[C:16]=1[CH3:24])=[O:14].ON1C2C=CC=CC=2N=N1.[CH3:35][N:36]1[CH2:40][CH2:39][CH2:38][CH:37]1[CH2:41][CH2:42][NH2:43]. The catalyst is O.CN(C=O)C.C(N(CC)CC)C. The product is [CH3:35][N:36]1[CH2:40][CH2:39][CH2:38][CH:37]1[CH2:41][CH2:42][NH:43][C:21]([C:17]1[C:16]([CH3:24])=[C:15]([CH:13]=[O:14])[NH:19][C:18]=1[CH3:20])=[O:23]. The yield is 0.502. (3) The reactants are [Br:1][C:2]1[CH:7]=[CH:6][C:5]([OH:8])=[CH:4][C:3]=1[CH2:9][O:10][CH2:11][O:12][CH3:13].[C:14]([C:16]1[CH:23]=[CH:22][C:19]([CH2:20]Br)=[CH:18][CH:17]=1)#[N:15].C(=O)([O-])[O-].[K+].[K+].O. The catalyst is CN(C)C=O. The product is [Br:1][C:2]1[CH:7]=[CH:6][C:5]([O:8][CH2:20][C:19]2[CH:22]=[CH:23][C:16]([C:14]#[N:15])=[CH:17][CH:18]=2)=[CH:4][C:3]=1[CH2:9][O:10][CH2:11][O:12][CH3:13]. The yield is 0.950. (4) The reactants are [CH3:1][O:2][C:3]([C:5]1[C:10]([CH:11]=[CH:12][C:13]([O:15][CH3:16])=[O:14])=[CH:9][C:8]([CH3:17])=[CH:7][N:6]=1)=[O:4]. The catalyst is CO.[Pd]. The product is [CH3:1][O:2][C:3]([C:5]1[C:10]([CH2:11][CH2:12][C:13]([O:15][CH3:16])=[O:14])=[CH:9][C:8]([CH3:17])=[CH:7][N:6]=1)=[O:4]. The yield is 0.900. (5) The reactants are [Sn](Cl)Cl.[CH3:4][C:5]1[C:12]([CH3:13])=[C:11]([N+:14]([O-])=O)[CH:10]=[CH:9][C:6]=1[C:7]#[N:8]. The catalyst is C(O)C. The product is [NH2:14][C:11]1[CH:10]=[CH:9][C:6]([C:7]#[N:8])=[C:5]([CH3:4])[C:12]=1[CH3:13]. The yield is 0.936. (6) The reactants are [I:1]I.[NH2:3][C:4]1[CH:13]=[C:12]([Cl:14])[CH:11]=[CH:10][C:5]=1[C:6]([O:8][CH3:9])=[O:7]. The catalyst is CCO.[O-]S([O-])(=O)=O.[Ag+].[Ag+]. The product is [NH2:3][C:4]1[CH:13]=[C:12]([Cl:14])[C:11]([I:1])=[CH:10][C:5]=1[C:6]([O:8][CH3:9])=[O:7]. The yield is 0.760.